This data is from Catalyst prediction with 721,799 reactions and 888 catalyst types from USPTO. The task is: Predict which catalyst facilitates the given reaction. Reactant: [N:1]1([C:14]([O:16][C:17]([CH3:20])([CH3:19])[CH3:18])=[O:15])[CH2:10][C:9]2[C:4](=[CH:5][CH:6]=[CH:7][CH:8]=2)[CH2:3][C@H:2]1[C:11](O)=[O:12].Cl.CNOC.C(Cl)CCl.C1C=CC2N(O)N=NC=2C=1.[H-].[H-].[H-].[H-].[Li+].[Al+3]. Product: [C:14]([N:1]1[C@H:2]([CH:11]=[O:12])[CH2:3][C:4]2[C:9](=[CH:8][CH:7]=[CH:6][CH:5]=2)[CH2:10]1)([O:16][C:17]([CH3:20])([CH3:19])[CH3:18])=[O:15]. The catalyst class is: 876.